From a dataset of Forward reaction prediction with 1.9M reactions from USPTO patents (1976-2016). Predict the product of the given reaction. Given the reactants [F:1][C:2]1([F:17])[O:6][C:5]2[CH:7]=[CH:8][C:9]([C:11]3([C:14]([OH:16])=O)[CH2:13][CH2:12]3)=[CH:10][C:4]=2[O:3]1.F[P-](F)(F)(F)(F)F.CN(C(N(C)C)=[N+]1C2C(=NC=CC=2)[N+]([O-])=N1)C.[NH2:42][C@H:43]1[CH2:48][C@@H:47]([C:49]2[CH:54]=[CH:53][CH:52]=[CH:51][CH:50]=2)[O:46][C@@H:45]([C:55]2[CH:64]=[CH:63][C:58]([C:59]([O:61][CH3:62])=[O:60])=[CH:57][CH:56]=2)[CH2:44]1.C(N(C(C)C)C(C)C)C, predict the reaction product. The product is: [F:17][C:2]1([F:1])[O:6][C:5]2[CH:7]=[CH:8][C:9]([C:11]3([C:14]([NH:42][C@H:43]4[CH2:48][C@@H:47]([C:49]5[CH:50]=[CH:51][CH:52]=[CH:53][CH:54]=5)[O:46][C@@H:45]([C:55]5[CH:56]=[CH:57][C:58]([C:59]([O:61][CH3:62])=[O:60])=[CH:63][CH:64]=5)[CH2:44]4)=[O:16])[CH2:12][CH2:13]3)=[CH:10][C:4]=2[O:3]1.